This data is from Reaction yield outcomes from USPTO patents with 853,638 reactions. The task is: Predict the reaction yield, written as a fraction of the theoretical maximum amount of product (1.0 means a 100% yield; for example, 0.34 means a 34% yield). The reactants are Br[CH2:2][C:3]1[N:8]=[C:7]([C:9]#[N:10])[CH:6]=[CH:5][C:4]=1[CH:11]1[CH2:13][CH2:12]1.[F:14][C:15]1[CH:24]=[CH:23][C:18](CB(O)O)=[CH:17][CH:16]=1.C([O-])([O-])=O.[Cs+].[Cs+]. The catalyst is O1CCOCC1.C1C=CC(P(C2C=CC=CC=2)[C-]2C=CC=C2)=CC=1.C1C=CC(P(C2C=CC=CC=2)[C-]2C=CC=C2)=CC=1.Cl[Pd]Cl.[Fe+2]. The product is [CH:11]1([C:4]2[CH:5]=[CH:6][C:7]([C:9]#[N:10])=[N:8][C:3]=2[CH2:2][C:18]2[CH:23]=[CH:24][C:15]([F:14])=[CH:16][CH:17]=2)[CH2:13][CH2:12]1. The yield is 0.750.